This data is from Catalyst prediction with 721,799 reactions and 888 catalyst types from USPTO. The task is: Predict which catalyst facilitates the given reaction. (1) Reactant: [NH:1]1[CH2:5][CH2:4][CH2:3][CH2:2]1.CCN(CC)CC.F[C:14]1[CH:19]=[CH:18][C:17]([N+:20]([O-:22])=[O:21])=[CH:16][C:15]=1[F:23]. Product: [F:23][C:15]1[CH:16]=[C:17]([N+:20]([O-:22])=[O:21])[CH:18]=[CH:19][C:14]=1[N:1]1[CH2:5][CH2:4][CH2:3][CH2:2]1. The catalyst class is: 25. (2) Reactant: Cl.C(O[C:5](=[NH:18])[C:6]1[CH:11]=[CH:10][C:9]([O:12][CH3:13])=[CH:8][C:7]=1[O:14][CH:15]([CH3:17])[CH3:16])C.[Cl:19][C:20]1[CH:25]=[CH:24][C:23]([C@H:26]([NH2:36])[C@@H:27]([C:29]2[CH:34]=[CH:33][C:32]([Cl:35])=[CH:31][CH:30]=2)N)=[CH:22][CH:21]=1. Product: [Cl:19][C:20]1[CH:25]=[CH:24][C:23]([C@H:26]2[C@H:27]([C:29]3[CH:30]=[CH:31][C:32]([Cl:35])=[CH:33][CH:34]=3)[NH:18][C:5]([C:6]3[CH:11]=[CH:10][C:9]([O:12][CH3:13])=[CH:8][C:7]=3[O:14][CH:15]([CH3:16])[CH3:17])=[N:36]2)=[CH:22][CH:21]=1. The catalyst class is: 8. (3) Reactant: [C:1]([C:5]1[CH:39]=[CH:38][C:8]([CH2:9][O:10][C:11]2[CH:16]=[CH:15][CH:14]=[CH:13][C:12]=2/[CH:17]=[CH:18]/[CH:19]([CH2:29][C:30]2[CH:35]=[CH:34][C:33]([C:36]#[N:37])=[CH:32][CH:31]=2)[CH2:20][CH2:21][CH2:22][CH2:23][C:24]([O:26][CH2:27][CH3:28])=[O:25])=[CH:7][CH:6]=1)([CH3:4])([CH3:3])[CH3:2].C[Si]([N:44]=[N+:45]=[N-:46])(C)C.C([Sn](=O)CCCC)CCC. Product: [C:1]([C:5]1[CH:39]=[CH:38][C:8]([CH2:9][O:10][C:11]2[CH:16]=[CH:15][CH:14]=[CH:13][C:12]=2/[CH:17]=[CH:18]/[CH:19]([CH2:29][C:30]2[CH:35]=[CH:34][C:33]([C:36]3[NH:46][N:45]=[N:44][N:37]=3)=[CH:32][CH:31]=2)[CH2:20][CH2:21][CH2:22][CH2:23][C:24]([O:26][CH2:27][CH3:28])=[O:25])=[CH:7][CH:6]=1)([CH3:2])([CH3:3])[CH3:4]. The catalyst class is: 11. (4) Reactant: [NH2:1][C:2]1[N:6]([C:7]2[CH:12]=[CH:11][C:10]([F:13])=[CH:9][CH:8]=2)[N:5]=[CH:4][C:3]=1[C:14](=[O:22])[C:15]1[CH:20]=[CH:19][CH:18]=[C:17]([OH:21])[CH:16]=1.Br[CH2:24][C:25]([O:27][C:28]([CH3:31])([CH3:30])[CH3:29])=[O:26].C(=O)([O-])[O-].[K+].[K+]. Product: [NH2:1][C:2]1[N:6]([C:7]2[CH:12]=[CH:11][C:10]([F:13])=[CH:9][CH:8]=2)[N:5]=[CH:4][C:3]=1[C:14](=[O:22])[C:15]1[CH:20]=[CH:19][CH:18]=[C:17]([O:21][CH2:24][C:25]([O:27][C:28]([CH3:31])([CH3:30])[CH3:29])=[O:26])[CH:16]=1. The catalyst class is: 115. (5) Reactant: FC(F)(F)C(OC(=O)C(F)(F)F)=O.N1C=CC=CC=1.[CH3:20][O:21][C:22](=[O:52])[CH:23]([O:50][CH3:51])[CH:24]([C:26]1[CH:31]=[CH:30][C:29]([O:32][CH2:33][CH2:34][CH2:35][O:36][C:37]2[CH:42]=[CH:41][C:40]([C:43]3[CH:48]=[CH:47][CH:46]=[CH:45][CH:44]=3)=[CH:39][CH:38]=2)=[CH:28][C:27]=1[F:49])O. Product: [CH3:20][O:21][C:22](=[O:52])[CH:23]([O:50][CH3:51])[CH2:24][C:26]1[CH:31]=[CH:30][C:29]([O:32][CH2:33][CH2:34][CH2:35][O:36][C:37]2[CH:42]=[CH:41][C:40]([C:43]3[CH:48]=[CH:47][CH:46]=[CH:45][CH:44]=3)=[CH:39][CH:38]=2)=[CH:28][C:27]=1[F:49]. The catalyst class is: 2. (6) Reactant: C(OC([N:8]1[CH2:13][CH2:12][CH2:11][C@@H:10]([C:14](=[O:38])[NH:15][C:16]2[CH:21]=[C:20]([C:22]3[CH:27]=[CH:26][CH:25]=[C:24]([NH:28][CH2:29][C:30]4[CH:35]=[CH:34][CH:33]=[C:32]([F:36])[CH:31]=4)[N:23]=3)[C:19]([Cl:37])=[CH:18][N:17]=2)[CH2:9]1)=O)(C)(C)C.Cl.O1CCOCC1. Product: [Cl:37][C:19]1[C:20]([C:22]2[CH:27]=[CH:26][CH:25]=[C:24]([NH:28][CH2:29][C:30]3[CH:35]=[CH:34][CH:33]=[C:32]([F:36])[CH:31]=3)[N:23]=2)=[CH:21][C:16]([NH:15][C:14]([C@@H:10]2[CH2:11][CH2:12][CH2:13][NH:8][CH2:9]2)=[O:38])=[N:17][CH:18]=1. The catalyst class is: 5. (7) Reactant: C([BH3-])#N.[Na+].[F:5][C:6]1[C:11]([F:12])=[CH:10][CH:9]=[CH:8][C:7]=1[C@H:13]1[CH2:19][N:18]2[C:20]([CH2:23][CH:24]=O)=[CH:21][N:22]=[C:17]2[C@H:16]([NH:26][C:27](=[O:33])[O:28][C:29]([CH3:32])([CH3:31])[CH3:30])[CH2:15][CH2:14]1.[CH3:34][NH:35][CH3:36].C(O)(=O)C. Product: [F:5][C:6]1[C:11]([F:12])=[CH:10][CH:9]=[CH:8][C:7]=1[C@H:13]1[CH2:19][N:18]2[C:20]([CH2:23][CH2:24][N:35]([CH3:36])[CH3:34])=[CH:21][N:22]=[C:17]2[C@H:16]([NH:26][C:27](=[O:33])[O:28][C:29]([CH3:32])([CH3:30])[CH3:31])[CH2:15][CH2:14]1. The catalyst class is: 5. (8) Reactant: [CH3:1][N:2]1[CH2:7][CH2:6][NH:5][CH2:4][CH2:3]1.Br[CH2:9][CH2:10][N:11]1[C:15](=[O:16])[C:14]2=[CH:17][CH:18]=[CH:19][CH:20]=[C:13]2[C:12]1=[O:21].C(=O)([O-])[O-].[K+].[K+]. Product: [CH3:1][N:2]1[CH2:7][CH2:6][N:5]([CH2:9][CH2:10][N:11]2[C:12](=[O:21])[C:13]3[C:14](=[CH:17][CH:18]=[CH:19][CH:20]=3)[C:15]2=[O:16])[CH2:4][CH2:3]1. The catalyst class is: 3. (9) The catalyst class is: 4. Product: [Br:14][C:15]1[CH:16]=[CH:17][C:18]([NH:21][C:6](=[O:11])[C:7]([F:8])([F:9])[F:10])=[N:19][CH:20]=1. Reactant: [F:8][C:7]([F:10])([F:9])[C:6](O[C:6](=[O:11])[C:7]([F:10])([F:9])[F:8])=[O:11].[Br:14][C:15]1[CH:16]=[CH:17][C:18]([NH2:21])=[N:19][CH:20]=1.N1C=CC=CC=1. (10) Reactant: [Mg].II.Br[CH2:5][CH2:6]Br.C(Br)=C.C(=O)=O.[C:14]1([C:20]2[CH:35]=[CH:34][C:23]3[C:24](=[O:33])[C:25]4[CH:32]=[CH:31][CH:30]=[CH:29][C:26]=4[CH2:27][CH2:28][C:22]=3[CH:21]=2)[CH:19]=[CH:18][CH:17]=[CH:16][CH:15]=1.[Cl-].[NH4+]. Product: [C:14]1([C:20]2[CH:35]=[CH:34][C:23]3[C:24]([CH:5]=[CH2:6])([OH:33])[C:25]4[CH:32]=[CH:31][CH:30]=[CH:29][C:26]=4[CH2:27][CH2:28][C:22]=3[CH:21]=2)[CH:15]=[CH:16][CH:17]=[CH:18][CH:19]=1. The catalyst class is: 7.